Task: Predict the reaction yield, written as a fraction of the theoretical maximum amount of product (1.0 means a 100% yield; for example, 0.34 means a 34% yield).. Dataset: Reaction yield outcomes from USPTO patents with 853,638 reactions (1) The reactants are [CH3:1][C:2]([N+:15]([O-:17])=[O:16])([CH3:14])[CH2:3][C:4]1[N:8]2[CH:9]=[CH:10][C:11]([OH:13])=[CH:12][C:7]2=[N:6][CH:5]=1.Cl[CH2:19][C:20]([NH2:22])=[O:21].C(=O)([O-])[O-].[K+].[K+].[I-].[K+]. The catalyst is CC(=O)CC. The product is [CH3:14][C:2]([N+:15]([O-:17])=[O:16])([CH3:1])[CH2:3][C:4]1[N:8]2[CH:9]=[CH:10][C:11]([O:13][CH2:19][C:20]([NH2:22])=[O:21])=[CH:12][C:7]2=[N:6][CH:5]=1. The yield is 0.340. (2) The reactants are [CH2:1]([O:8][C:9]1[CH:14]=[CH:13][C:12]([C:15]([C:17]2[N:18]([S:36]([C:39]3[CH:45]=[CH:44][C:42]([CH3:43])=[CH:41][CH:40]=3)(=[O:38])=[O:37])[CH:19]=[CH:20][C:21]=2[N:22]2[CH:26]=[CH:25][CH:24]=[C:23]2[CH2:27][O:28][Si](C(C)(C)C)(C)C)=[O:16])=[C:11]([O:46][CH3:47])[CH:10]=1)[C:2]1[CH:7]=[CH:6][CH:5]=[CH:4][CH:3]=1.CCCC[N+](CCCC)(CCCC)CCCC.[F-]. The catalyst is C1COCC1. The product is [CH2:1]([O:8][C:9]1[CH:14]=[CH:13][C:12]([C:15]([C:17]2[N:18]([S:36]([C:39]3[CH:40]=[CH:41][C:42]([CH3:43])=[CH:44][CH:45]=3)(=[O:38])=[O:37])[CH:19]=[CH:20][C:21]=2[N:22]2[CH:26]=[CH:25][CH:24]=[C:23]2[CH2:27][OH:28])=[O:16])=[C:11]([O:46][CH3:47])[CH:10]=1)[C:2]1[CH:3]=[CH:4][CH:5]=[CH:6][CH:7]=1. The yield is 0.950. (3) The reactants are O1CCO[CH2:3][CH2:2]1.O.[Ca+2].C(=O)([O-])[O-].[OH-].[Na+].[Cl:15][C:16]1[CH:21]=[C:20]([CH2:22][OH:23])[CH:19]=[C:18]([OH:24])[C:17]=1[C:25]([C:27]1[CH:32]=[CH:31][C:30]([O:33][CH3:34])=[CH:29][CH:28]=1)=[O:26]. The catalyst is CO. The product is [Cl:15][C:16]1[CH:21]=[C:20]([CH2:22][OH:23])[CH:19]=[C:18]([OH:24])[C:17]=1[C:25]([C:27]1[CH:32]=[CH:31][C:30]([O:33][CH:34]2[CH2:3][CH2:2]2)=[CH:29][CH:28]=1)=[O:26]. The yield is 0.170. (4) The reactants are [CH2:1]([N:8]1[CH2:17][C:16]2[C:11](=[CH:12][C:13]3[NH:20][N:19]=[C:18]([C:21]4[CH:26]=[C:25]([CH3:27])[N:24]=[C:23]([CH3:28])[CH:22]=4)[C:14]=3[CH:15]=2)[NH:10][C:9]1=[O:29])[C:2]1[CH:7]=[CH:6][CH:5]=[CH:4][CH:3]=1.C([O-])([O-])=O.[Cs+].[Cs+].[P:36]([O:48][CH2:49]Cl)([O:43][C:44]([CH3:47])([CH3:46])[CH3:45])([O:38][C:39]([CH3:42])([CH3:41])[CH3:40])=[O:37]. The catalyst is CC(N(C)C)=O.C(OCC)(=O)C. The product is [P:36]([O:38][C:39]([CH3:42])([CH3:41])[CH3:40])([O:43][C:44]([CH3:45])([CH3:47])[CH3:46])([O:48][CH2:49][N:20]1[C:13]2[CH:12]=[C:11]3[C:16]([CH2:17][N:8]([CH2:1][C:2]4[CH:3]=[CH:4][CH:5]=[CH:6][CH:7]=4)[C:9](=[O:29])[NH:10]3)=[CH:15][C:14]=2[C:18]([C:21]2[CH:22]=[C:23]([CH3:28])[N:24]=[C:25]([CH3:27])[CH:26]=2)=[N:19]1)=[O:37]. The yield is 0.410. (5) The reactants are [CH3:1][C:2]1[CH:7]=[CH:6][CH:5]=[C:4]([CH3:8])[C:3]=1[OH:9].[C:10]1(=O)[O:15][C:13](=[O:14])[C:12]2=[CH:16][CH:17]=[CH:18][CH:19]=[C:11]12. No catalyst specified. The product is [OH:9][C:3]1[C:4]([CH3:8])=[CH:5][C:6]([C:10]2([C:6]3[CH:5]=[C:4]([CH3:8])[C:3]([OH:9])=[C:2]([CH3:1])[CH:7]=3)[C:11]3[C:12](=[CH:16][CH:17]=[CH:18][CH:19]=3)[C:13](=[O:14])[O:15]2)=[CH:7][C:2]=1[CH3:1]. The yield is 0.910.